This data is from Catalyst prediction with 721,799 reactions and 888 catalyst types from USPTO. The task is: Predict which catalyst facilitates the given reaction. (1) Reactant: [CH3:1][C:2]1[N:3]=[C:4]([CH:13]2[O:18][CH2:17][CH2:16][N:15](CC3C=CC=CC=3)[CH2:14]2)[NH:5][C:6]=1[C:7]1[CH:12]=[CH:11][CH:10]=[CH:9][CH:8]=1.Cl. Product: [CH3:1][C:2]1[N:3]=[C:4]([CH:13]2[O:18][CH2:17][CH2:16][NH:15][CH2:14]2)[NH:5][C:6]=1[C:7]1[CH:8]=[CH:9][CH:10]=[CH:11][CH:12]=1. The catalyst class is: 43. (2) Reactant: Br.Br[CH2:3][C:4]1[N:5]=[C:6]2[C:11](=[N:12][CH:13]=1)[N:10]=[C:9]([NH2:14])[N:8]=[C:7]2[NH2:15].[NH2:16][CH2:17][C:18]1[C:27]2[C:22](=[CH:23][CH:24]=[CH:25][CH:26]=2)[CH:21]=[CH:20][CH:19]=1.C(=O)(O)[O-]. Product: [NH2:14][C:9]1[N:8]=[C:7]([NH2:15])[C:6]2[C:11](=[N:12][CH:13]=[C:4]([CH2:3][C:17]([CH2:3][C:4]3[N:5]=[C:6]4[C:11](=[N:12][CH:13]=3)[N:10]=[C:9]([NH2:14])[N:8]=[C:7]4[NH2:15])([NH2:16])[C:18]3[C:27]4[C:22](=[CH:23][CH:24]=[CH:25][CH:26]=4)[CH:21]=[CH:20][CH:19]=3)[N:5]=2)[N:10]=1. The catalyst class is: 80. (3) Reactant: [CH2:1]([O:8][C:9]1[CH:14]=[CH:13][NH:12][C:11](=[O:15])[CH:10]=1)[C:2]1[CH:7]=[CH:6][CH:5]=[CH:4][CH:3]=1.[C:16]([O-])([O-])=O.[K+].[K+].CI. Product: [CH2:1]([O:8][C:9]1[CH:14]=[CH:13][N:12]([CH3:16])[C:11](=[O:15])[CH:10]=1)[C:2]1[CH:3]=[CH:4][CH:5]=[CH:6][CH:7]=1. The catalyst class is: 5. (4) Reactant: [Cl:1][C:2]1[CH:23]=[C:22]([Cl:24])[CH:21]=[CH:20][C:3]=1[C:4]([C:6]1[N:14]2[C:9]([CH:10]=[CH:11][C:12]([C:15]([O:17][CH3:18])=[O:16])=[CH:13]2)=[CH:8][C:7]=1[CH3:19])=O.Cl.C(=O)([O-])O.[Na+]. Product: [Cl:1][C:2]1[CH:23]=[C:22]([Cl:24])[CH:21]=[CH:20][C:3]=1[CH2:4][C:6]1[N:14]2[C:9]([CH:10]=[CH:11][C:12]([C:15]([O:17][CH3:18])=[O:16])=[CH:13]2)=[CH:8][C:7]=1[CH3:19]. The catalyst class is: 7. (5) Reactant: [OH:1][CH2:2][C@H:3]1[CH2:7][N:6]([C@@H:8]([C:10]2[CH:15]=[CH:14][CH:13]=[CH:12][CH:11]=2)[CH3:9])[C:5](=[O:16])[N:4]1S(C1C=CC(C)=CC=1)(=O)=O.[Mg]. Product: [OH:1][CH2:2][C@H:3]1[CH2:7][N:6]([C@@H:8]([C:10]2[CH:11]=[CH:12][CH:13]=[CH:14][CH:15]=2)[CH3:9])[C:5](=[O:16])[NH:4]1. The catalyst class is: 5. (6) Reactant: C([N:8]1[CH:12]=[C:11]([C:13]2[CH:18]=[CH:17][C:16]([NH:19][C:20](=[O:34])[C@H:21]([NH:26]C(=O)OC(C)(C)C)[CH2:22][CH:23]([CH3:25])[CH3:24])=[CH:15][C:14]=2[O:35][CH:36]([F:38])[F:37])[CH:10]=[N:9]1)C1C=CC=CC=1.C([O-])=O.[NH4+].C(O)(C(F)(F)F)=O. Product: [NH2:26][CH:21]([CH2:22][CH:23]([CH3:25])[CH3:24])[C:20]([NH:19][C:16]1[CH:17]=[CH:18][C:13]([C:11]2[CH:12]=[N:8][NH:9][CH:10]=2)=[C:14]([O:35][CH:36]([F:37])[F:38])[CH:15]=1)=[O:34]. The catalyst class is: 29. (7) Reactant: C(OC([N:8]1[CH2:13][CH2:12][CH2:11][C@H:10]([C:14]#[N:15])[CH2:9]1)=O)(C)(C)C.[ClH:16]. Product: [ClH:16].[NH:8]1[CH2:13][CH2:12][CH2:11][C@H:10]([C:14]#[N:15])[CH2:9]1. The catalyst class is: 2. (8) The catalyst class is: 2. Reactant: [CH3:1][N:2]1[C:6]([CH2:7]O)=[N:5][C:4]([N:9]2[CH2:13][CH2:12][CH2:11][CH2:10]2)=[N:3]1.C(N(CC)CC)C.S(Cl)([Cl:23])=O. Product: [Cl:23][CH2:7][C:6]1[N:2]([CH3:1])[N:3]=[C:4]([N:9]2[CH2:13][CH2:12][CH2:11][CH2:10]2)[N:5]=1. (9) Reactant: Cl[C:2]1[CH:3]=[CH:4][C:5]([N+:11]([O-:13])=[O:12])=[C:6]([CH:10]=1)[C:7]([OH:9])=[O:8].[CH3:14][NH:15][CH3:16].Cl. Product: [CH3:14][N:15]([CH3:16])[C:2]1[CH:3]=[CH:4][C:5]([N+:11]([O-:13])=[O:12])=[C:6]([CH:10]=1)[C:7]([OH:9])=[O:8]. The catalyst class is: 6. (10) Reactant: C([O:3][C:4](=[O:13])[CH2:5]P(OCC)OCC)C.[H-].[Na+].[Br:16][C:17]1[CH:18]=[C:19]([C:22](=O)[CH3:23])[S:20][CH:21]=1. Product: [Br:16][C:17]1[CH:18]=[C:19]([C:22]([CH3:23])=[CH:5][C:4]([OH:3])=[O:13])[S:20][CH:21]=1. The catalyst class is: 1.